This data is from Full USPTO retrosynthesis dataset with 1.9M reactions from patents (1976-2016). The task is: Predict the reactants needed to synthesize the given product. (1) Given the product [Si:1]([O:8][CH2:9][CH2:10][O:11][NH:12][C:13](=[O:37])[C:14]1[CH:19]=[C:18](/[CH:20]=[N:21]/[O:22][CH2:23][CH:24]([OH:25])[CH3:38])[C:17]([F:26])=[C:16]([F:27])[C:15]=1[NH:28][C:29]1[CH:34]=[CH:33][C:32]([I:35])=[CH:31][C:30]=1[F:36])([C:4]([CH3:7])([CH3:6])[CH3:5])([CH3:3])[CH3:2], predict the reactants needed to synthesize it. The reactants are: [Si:1]([O:8][CH2:9][CH2:10][O:11][NH:12][C:13](=[O:37])[C:14]1[CH:19]=[C:18]([CH:20]=[N:21][O:22][CH2:23][CH:24]=[O:25])[C:17]([F:26])=[C:16]([F:27])[C:15]=1[NH:28][C:29]1[CH:34]=[CH:33][C:32]([I:35])=[CH:31][C:30]=1[F:36])([C:4]([CH3:7])([CH3:6])[CH3:5])([CH3:3])[CH3:2].[CH3:38][Mg]Br. (2) The reactants are: [CH3:1][C:2]1[CH:3]=[C:4]([CH:7]=[CH:8][C:9]=1[N+:10]([O-:12])=[O:11])[CH2:5]Cl.CN(C=O)C.[C:18]1(=[O:28])[NH:22][C:21](=[O:23])[C:20]2=[CH:24][CH:25]=[CH:26][CH:27]=[C:19]12.[K]. Given the product [CH3:1][C:2]1[CH:3]=[C:4]([CH:7]=[CH:8][C:9]=1[N+:10]([O-:12])=[O:11])[CH2:5][N:22]1[C:18](=[O:28])[C:19]2[C:20](=[CH:24][CH:25]=[CH:26][CH:27]=2)[C:21]1=[O:23], predict the reactants needed to synthesize it. (3) Given the product [S:30]([O:21][CH2:1][CH2:2][CH:3]([CH2:5][CH2:6][CH2:7][CH:8]([CH2:10][CH2:11][CH2:12][CH:13]([CH2:15][CH2:16][CH2:17][CH:18]([CH3:20])[CH3:19])[CH3:14])[CH3:9])[CH3:4])(=[O:32])(=[O:31])[CH3:29], predict the reactants needed to synthesize it. The reactants are: [CH2:1]([OH:21])[CH2:2][CH:3]([CH2:5][CH2:6][CH2:7][CH:8]([CH2:10][CH2:11][CH2:12][CH:13]([CH2:15][CH2:16][CH2:17][CH:18]([CH3:20])[CH3:19])[CH3:14])[CH3:9])[CH3:4].C(N(CC)CC)C.[CH3:29][S:30](Cl)(=[O:32])=[O:31]. (4) Given the product [CH2:1]([NH:8][C:9]([NH:11][N:12]([CH2:14][C:15]([NH:18][C@@H:19]([CH2:43][C:44]1[CH:45]=[CH:46][C:47]([OH:50])=[CH:48][CH:49]=1)[C:20]([N:22]([C@@H:34]([CH3:42])[CH:35]([O:39][CH2:40][CH3:41])[O:36][CH2:37][CH3:38])[CH2:23][C:24]1[CH:33]=[CH:32][CH:31]=[C:30]2[C:25]=1[N:26]=[CH:27][CH:28]=[N:29]2)=[O:21])=[O:17])[CH3:13])=[O:10])[C:2]1[CH:3]=[CH:4][CH:5]=[CH:6][CH:7]=1, predict the reactants needed to synthesize it. The reactants are: [CH2:1]([NH:8][C:9]([NH:11][N:12]([CH2:14][C:15]([OH:17])=O)[CH3:13])=[O:10])[C:2]1[CH:7]=[CH:6][CH:5]=[CH:4][CH:3]=1.[NH2:18][C@@H:19]([CH2:43][C:44]1[CH:49]=[CH:48][C:47]([O:50]C(C)(C)C)=[CH:46][CH:45]=1)[C:20]([N:22]([C@@H:34]([CH3:42])[CH:35]([O:39][CH2:40][CH3:41])[O:36][CH2:37][CH3:38])[CH2:23][C:24]1[CH:33]=[CH:32][CH:31]=[C:30]2[C:25]=1[N:26]=[CH:27][CH:28]=[N:29]2)=[O:21]. (5) The reactants are: [CH3:1][O:2][C:3](=[O:16])/[C:4](/[C:8]1[CH:13]=[CH:12][C:11]([Cl:14])=[CH:10][C:9]=1[CH3:15])=[CH:5]/[O:6][CH3:7].CC(N=NC(C#N)(C)C)(C#N)C.[Br:29]N1C(=O)CCC1=O. Given the product [CH3:1][O:2][C:3](=[O:16])/[C:4](/[C:8]1[CH:13]=[CH:12][C:11]([Cl:14])=[CH:10][C:9]=1[CH2:15][Br:29])=[CH:5]/[O:6][CH3:7], predict the reactants needed to synthesize it. (6) Given the product [F:45][CH:2]([F:1])[C:3]1[C:11]2[CH:10]([OH:12])[CH2:9][CH2:8][C:7]([F:13])([F:14])[C:6]=2[N:5]([CH2:15][C:16]([NH:18][C@H:19]([C:29]2[C:34]([C:35]3[CH:36]=[CH:37][C:38]([F:44])=[C:39]([CH:43]=3)[C:40]([NH2:42])=[O:41])=[CH:33][CH:32]=[CH:31][N:30]=2)[CH2:20][C:21]2[CH:22]=[C:23]([F:28])[CH:24]=[C:25]([F:27])[CH:26]=2)=[O:17])[N:4]=1, predict the reactants needed to synthesize it. The reactants are: [F:1][CH:2]([F:45])[C:3]1[C:11]2[C:10](=[O:12])[CH2:9][CH2:8][C:7]([F:14])([F:13])[C:6]=2[N:5]([CH2:15][C:16]([NH:18][C@H:19]([C:29]2[C:34]([C:35]3[CH:36]=[CH:37][C:38]([F:44])=[C:39]([CH:43]=3)[C:40]([NH2:42])=[O:41])=[CH:33][CH:32]=[CH:31][N:30]=2)[CH2:20][C:21]2[CH:26]=[C:25]([F:27])[CH:24]=[C:23]([F:28])[CH:22]=2)=[O:17])[N:4]=1.FC1C=C(C[C@@H](C2C(C3C=CC(F)=C(C=3)C(N)=O)=CC=CN=2)NC(=O)CN2C3CC(=O)CCC=3C(C(F)(F)F)=N2)C=C(F)C=1. (7) Given the product [CH:2]1([CH2:5][O:6][C:7]2[CH:12]=[CH:11][C:10]([F:13])=[CH:9][C:8]=2[C:14]2[C:15]3[NH:22][C:21]([CH3:23])=[C:20]([C:24]([NH:26][C@@H:27]4[CH2:32][CH2:31][N:30]([C:34](=[O:37])[CH2:35][CH3:36])[CH2:29][C@H:28]4[OH:33])=[O:25])[C:16]=3[N:17]=[CH:18][N:19]=2)[CH2:4][CH2:3]1, predict the reactants needed to synthesize it. The reactants are: Cl.[CH:2]1([CH2:5][O:6][C:7]2[CH:12]=[CH:11][C:10]([F:13])=[CH:9][C:8]=2[C:14]2[C:15]3[NH:22][C:21]([CH3:23])=[C:20]([C:24]([NH:26][C@@H:27]4[CH2:32][CH2:31][NH:30][CH2:29][C@H:28]4[OH:33])=[O:25])[C:16]=3[N:17]=[CH:18][N:19]=2)[CH2:4][CH2:3]1.[C:34](Cl)(=[O:37])[CH2:35][CH3:36]. (8) Given the product [CH3:1][N:2]1[C:8]2[CH:9]=[CH:10][CH:11]=[CH:12][C:7]=2[C:6]([C:13]2[CH:18]=[CH:17][CH:16]=[CH:15][CH:14]=2)=[N:5][C@@H:4]([NH:19][C:20](=[O:33])[C@H:21]([CH2:29][CH:30]([CH3:31])[CH3:32])[C@H:22]([CH2:26][CH2:27][CH3:28])[C:23]([NH2:25])=[O:24])[C:3]1=[O:34], predict the reactants needed to synthesize it. The reactants are: [CH3:1][N:2]1[C:8]2[CH:9]=[CH:10][CH:11]=[CH:12][C:7]=2[C:6]([C:13]2[CH:18]=[CH:17][CH:16]=[CH:15][CH:14]=2)=[N:5][C@@H:4]([NH:19][C:20](=[O:33])[C@H:21]([CH2:29][CH:30]([CH3:32])[CH3:31])[C@H:22]([CH2:26][CH:27]=[CH2:28])[C:23]([NH2:25])=[O:24])[C:3]1=[O:34].C1CC=CCC=1. (9) Given the product [ClH:28].[Cl:29][C:24]1[CH:23]=[C:22]([N:18]2[C:19](=[O:21])[CH:20]=[C:15]([O:14][CH:11]3[CH2:10][CH2:9][NH:8][CH2:13][CH2:12]3)[C:16]([C:30]([OH:32])=[O:31])=[N:17]2)[CH:27]=[CH:26][C:25]=1[Cl:28], predict the reactants needed to synthesize it. The reactants are: C(OC([N:8]1[CH2:13][CH2:12][CH:11]([O:14][C:15]2[C:16]([C:30]([OH:32])=[O:31])=[N:17][N:18]([C:22]3[CH:27]=[CH:26][C:25]([Cl:28])=[C:24]([Cl:29])[CH:23]=3)[C:19](=[O:21])[CH:20]=2)[CH2:10][CH2:9]1)=O)(C)(C)C.Cl.O1CCOCC1.CCOCC. (10) Given the product [CH:1]([N:14]1[CH2:17][C:16]([O:18][C:23]2[CH:22]=[C:21]([Br:20])[CH:26]=[CH:25][C:24]=2[O:28][CH2:29][C:30]2[CH:35]=[CH:34][CH:33]=[C:32]([Cl:36])[CH:31]=2)([CH3:19])[CH2:15]1)([C:8]1[CH:13]=[CH:12][CH:11]=[CH:10][CH:9]=1)[C:2]1[CH:3]=[CH:4][CH:5]=[CH:6][CH:7]=1, predict the reactants needed to synthesize it. The reactants are: [CH:1]([N:14]1[CH2:17][C:16]([CH3:19])([OH:18])[CH2:15]1)([C:8]1[CH:13]=[CH:12][CH:11]=[CH:10][CH:9]=1)[C:2]1[CH:7]=[CH:6][CH:5]=[CH:4][CH:3]=1.[Br:20][C:21]1[CH:22]=[CH:23][C:24]([O:28][CH2:29][C:30]2[CH:35]=[CH:34][CH:33]=[C:32]([Cl:36])[CH:31]=2)=[C:25](O)[CH:26]=1.C(C=P(CCCC)(CCCC)CCCC)#N.